This data is from Forward reaction prediction with 1.9M reactions from USPTO patents (1976-2016). The task is: Predict the product of the given reaction. (1) Given the reactants ClC1C(OC2C=CC(Cl)=C(C(F)(F)F)C=2)=CC(F)=C(C=1)C(O)=O.[Cl:24][C:25]1[CH:26]=[C:27]([O:35][C:36]2[CH:44]=[CH:43][C:39]([C:40](O)=[O:41])=[CH:38][C:37]=2[C:45]2[C:46]([O:51][CH3:52])=[N:47][CH:48]=[CH:49][CH:50]=2)[CH:28]=[N:29][C:30]=1[O:31][CH:32]([CH3:34])[CH3:33].[CH3:53][N:54](C)[S:55]([NH2:58])(=[O:57])=[O:56].CNS(N)(=O)=O, predict the reaction product. The product is: [Cl:24][C:25]1[CH:26]=[C:27]([O:35][C:36]2[CH:44]=[CH:43][C:39]([C:40]([NH:58][S:55](=[O:57])(=[O:56])[NH:54][CH3:53])=[O:41])=[CH:38][C:37]=2[C:45]2[C:46]([O:51][CH3:52])=[N:47][CH:48]=[CH:49][CH:50]=2)[CH:28]=[N:29][C:30]=1[O:31][CH:32]([CH3:33])[CH3:34]. (2) Given the reactants [NH:1]1[CH:5]=[C:4]([C:6]2[CH:11]=[N:10][N:9]3[C:12]([C:15]4[CH:16]=[C:17]([NH:21][C:22]([NH:24][CH2:25][C:26]([F:29])([F:28])[F:27])=[O:23])[CH:18]=[CH:19][CH:20]=4)=[CH:13][N:14]=[C:8]3[CH:7]=2)[CH:3]=[N:2]1.[F:30][C:31]([F:37])([F:36])[CH:32]=[CH:33][C:34]#[N:35], predict the reaction product. The product is: [C:34]([CH2:33][CH:32]([N:1]1[CH:5]=[C:4]([C:6]2[CH:11]=[N:10][N:9]3[C:12]([C:15]4[CH:16]=[C:17]([NH:21][C:22]([NH:24][CH2:25][C:26]([F:28])([F:27])[F:29])=[O:23])[CH:18]=[CH:19][CH:20]=4)=[CH:13][N:14]=[C:8]3[CH:7]=2)[CH:3]=[N:2]1)[C:31]([F:37])([F:36])[F:30])#[N:35]. (3) Given the reactants [CH3:1][O:2][C:3]1[CH:8]=[CH:7][C:6]([C:9]2([C:15]([O:17][C:18]3[CH:23]=[CH:22][C:21]([C:24]([NH:26][OH:27])=[O:25])=[CH:20][CH:19]=3)=[O:16])[CH2:14][CH2:13][CH2:12]C[CH2:10]2)=[CH:5][CH:4]=1, predict the reaction product. The product is: [CH3:1][O:2][C:3]1[CH:4]=[CH:5][C:6]([C:9]2([C:15]([O:17][C:18]3[CH:23]=[CH:22][C:21]([C:24]([NH:26][OH:27])=[O:25])=[CH:20][CH:19]=3)=[O:16])[CH2:10][CH2:12][CH2:13][CH2:14]2)=[CH:7][CH:8]=1.